From a dataset of Full USPTO retrosynthesis dataset with 1.9M reactions from patents (1976-2016). Predict the reactants needed to synthesize the given product. (1) Given the product [CH3:29][C:26]([CH3:30])([CH2:25][CH2:24][CH2:23][CH2:22][O:14][C:12]1[CH:11]=[C:10]([C:15]2[CH:16]=[CH:17][CH:18]=[CH:19][CH:20]=2)[CH:9]=[C:8]([C:5]2[CH:6]=[CH:7][C:2]([F:1])=[CH:3][CH:4]=2)[N:13]=1)[C:27]#[N:28], predict the reactants needed to synthesize it. The reactants are: [F:1][C:2]1[CH:7]=[CH:6][C:5]([C:8]2[NH:13][C:12](=[O:14])[CH:11]=[C:10]([C:15]3[CH:20]=[CH:19][CH:18]=[CH:17][CH:16]=3)[CH:9]=2)=[CH:4][CH:3]=1.Br[CH2:22][CH2:23][CH2:24][CH2:25][C:26]([CH3:30])([CH3:29])[C:27]#[N:28]. (2) Given the product [CH:1]1([S:4]([N:7]2[CH2:8][CH2:9][CH:10]([CH2:13][CH2:14][O:15][C:16]3[CH:17]=[C:18]([CH:22]=[CH:23][CH:24]=3)[C:19]([NH:25][CH:26]3[CH:27]4[CH2:35][CH:31]5[CH2:30][C:29]([OH:36])([CH2:34][CH:33]3[CH2:32]5)[CH2:28]4)=[O:21])[CH2:11][CH2:12]2)(=[O:5])=[O:6])[CH2:3][CH2:2]1, predict the reactants needed to synthesize it. The reactants are: [CH:1]1([S:4]([N:7]2[CH2:12][CH2:11][CH:10]([CH2:13][CH2:14][O:15][C:16]3[CH:17]=[C:18]([CH:22]=[CH:23][CH:24]=3)[C:19]([OH:21])=O)[CH2:9][CH2:8]2)(=[O:6])=[O:5])[CH2:3][CH2:2]1.[NH2:25][CH:26]1[CH:33]2[CH2:34][C:29]3([OH:36])[CH2:30][CH:31]([CH2:35][CH:27]1[CH2:28]3)[CH2:32]2. (3) Given the product [Si:1]([O:8][CH2:9][CH2:10][C@H:11]([OH:14])[C:12]#[CH:13])([C:4]([CH3:7])([CH3:6])[CH3:5])([CH3:3])[CH3:2], predict the reactants needed to synthesize it. The reactants are: [Si:1]([O:8][CH2:9][CH2:10][C:11](=[O:14])[C:12]#[CH:13])([C:4]([CH3:7])([CH3:6])[CH3:5])([CH3:3])[CH3:2].CB1N2CCC[C@H]2C(C2C=CC=CC=2)(C2C=CC=CC=2)O1.CSC.B.